Predict the reaction yield, written as a fraction of the theoretical maximum amount of product (1.0 means a 100% yield; for example, 0.34 means a 34% yield). From a dataset of Reaction yield outcomes from USPTO patents with 853,638 reactions. (1) The reactants are [NH2:1][C@@H:2]([CH3:18])[CH2:3][N:4]1[CH:8]=[CH:7][C:6]([C:9]2[CH:16]=[CH:15][C:12]([C:13]#[N:14])=[C:11]([Cl:17])[CH:10]=2)=[N:5]1.[NH2:19][C:20]1[S:21][CH:22]=[C:23]([C:25](O)=[O:26])[N:24]=1.CCN(C(C)C)C(C)C.C1C=CC2N(O)N=NC=2C=1.CCN=C=NCCCN(C)C. The product is [NH2:19][C:20]1[S:21][CH:22]=[C:23]([C:25]([NH:1][C@@H:2]([CH3:18])[CH2:3][N:4]2[CH:8]=[CH:7][C:6]([C:9]3[CH:16]=[CH:15][C:12]([C:13]#[N:14])=[C:11]([Cl:17])[CH:10]=3)=[N:5]2)=[O:26])[N:24]=1. No catalyst specified. The yield is 0.630. (2) The yield is 0.240. The reactants are Br[CH2:2][CH2:3][O:4][C:5]1[CH:10]=[CH:9][C:8]([F:11])=[CH:7][CH:6]=1.[ClH:12].[CH2:13]([NH:15][CH:16]1[CH2:21][CH2:20][CH2:19][CH2:18][CH2:17]1)[CH3:14].C(=O)([O-])[O-].[K+].[K+].[I-].[Na+]. The product is [ClH:12].[CH2:13]([N:15]([CH:16]1[CH2:21][CH2:20][CH2:19][CH2:18][CH2:17]1)[CH2:2][CH2:3][O:4][C:5]1[CH:10]=[CH:9][C:8]([F:11])=[CH:7][CH:6]=1)[CH3:14]. The catalyst is C(O)C. (3) The reactants are [CH3:1]C(C)([O-])C.[K+].[F:7][C:8]1[CH:9]=[C:10]([CH:15]2[CH2:20][C:19](=O)[CH2:18][CH2:17][N:16]2[C:22]([O:24][CH2:25][C:26]2[CH:31]=[CH:30][CH:29]=[CH:28][CH:27]=2)=[O:23])[CH:11]=[CH:12][C:13]=1[F:14]. The catalyst is [Br-].C[P+](C1C=CC=CC=1)(C1C=CC=CC=1)C1C=CC=CC=1.O1CCCC1.CCCCCC. The product is [F:7][C:8]1[CH:9]=[C:10]([CH:15]2[CH2:20][C:19](=[CH2:1])[CH2:18][CH2:17][N:16]2[C:22]([O:24][CH2:25][C:26]2[CH:31]=[CH:30][CH:29]=[CH:28][CH:27]=2)=[O:23])[CH:11]=[CH:12][C:13]=1[F:14]. The yield is 0.790.